This data is from Catalyst prediction with 721,799 reactions and 888 catalyst types from USPTO. The task is: Predict which catalyst facilitates the given reaction. (1) Reactant: Cl[C:2]1[C:3]([CH:8]2[CH2:13][CH2:12][C:11](=[O:14])[CH2:10][CH2:9]2)=N[CH:5]=[CH:6][N:7]=1.[NH:15]1[C:19]2[CH:20]=[CH:21][CH:22]=[CH:23][C:18]=2[N:17]=[C:16]1[C:24]([C:26]1[CH:31]=[CH:30][C:29]([OH:32])=[CH:28][CH:27]=1)=[O:25].[C:33](=O)([O-])[O-].[Cs+].[Cs+]. Product: [NH:15]1[C:19]2[CH:20]=[CH:21][CH:22]=[CH:23][C:18]=2[N:17]=[C:16]1[C:24]([C:26]1[CH:31]=[CH:30][C:29]([O:32][C:2]2[C:3]([CH:8]3[CH2:13][CH2:12][C:11](=[O:14])[CH2:10][CH2:9]3)=[CH:33][CH:5]=[CH:6][N:7]=2)=[CH:28][CH:27]=1)=[O:25]. The catalyst class is: 179. (2) Reactant: C(OC([N:8]1[CH2:20][C:19]2[S:18][C:17]3[N:16]=[CH:15][N:14]=[C:13]([NH:21][CH:22]([C:25]4[CH:30]=[CH:29][CH:28]=[CH:27][CH:26]=4)[CH2:23][OH:24])[C:12]=3[C:11]=2[CH2:10][CH2:9]1)=O)(C)(C)C.C(O)(C(F)(F)F)=O.C(=O)(O)[O-].[Na+]. Product: [C:25]1([CH:22]([NH:21][C:13]2[C:12]3[C:11]4[CH2:10][CH2:9][NH:8][CH2:20][C:19]=4[S:18][C:17]=3[N:16]=[CH:15][N:14]=2)[CH2:23][OH:24])[CH:30]=[CH:29][CH:28]=[CH:27][CH:26]=1. The catalyst class is: 4. (3) Reactant: [H-].[Na+:2].Cl[C:4]1[C:5]([C:12]([O:14]C)=O)=[N:6][C:7]([S:10][CH3:11])=[N:8][CH:9]=1.[SH:16][CH2:17][C:18]([O:20][CH3:21])=[O:19]. Product: [CH3:21][O:20][C:18]([C:17]1[S:16][C:4]2[CH:9]=[N:8][C:7]([S:10][CH3:11])=[N:6][C:5]=2[C:12]=1[O-:14])=[O:19].[Na+:2]. The catalyst class is: 3. (4) Reactant: [OH:1][CH:2]([CH2:16][NH:17][C:18]1[CH:23]=[CH:22][C:21]([C:24]([F:27])([F:26])[F:25])=[CH:20][CH:19]=1)[CH2:3][O:4][C:5]1[CH:15]=[CH:14][CH:13]=[CH:12][C:6]=1[CH2:7][O:8][C:9](=[O:11])[CH3:10].C(N(CC)CC)C.[CH3:35][C:36]([O:39][C:40](O[C:40]([O:39][C:36]([CH3:38])([CH3:37])[CH3:35])=[O:41])=[O:41])([CH3:38])[CH3:37]. Product: [C:36]([O:39][C:40]([N:17]([C:18]1[CH:19]=[CH:20][C:21]([C:24]([F:25])([F:26])[F:27])=[CH:22][CH:23]=1)[CH2:16][CH:2]([OH:1])[CH2:3][O:4][C:5]1[CH:15]=[CH:14][CH:13]=[CH:12][C:6]=1[CH2:7][O:8][C:9](=[O:11])[CH3:10])=[O:41])([CH3:38])([CH3:37])[CH3:35]. The catalyst class is: 4.